Dataset: Full USPTO retrosynthesis dataset with 1.9M reactions from patents (1976-2016). Task: Predict the reactants needed to synthesize the given product. (1) The reactants are: C[Si](C)(C)N[Si](C)(C)C.[Li].[Cl:11][C:12]1[CH:29]=[CH:28][C:15]([CH2:16][N:17]2[C:22](=[O:23])[CH:21]=[C:20]3[S:24][CH:25]=[CH:26][N:19]3[C:18]2=[O:27])=[CH:14][CH:13]=1.[Cl:30][C:31]1[CH:32]=[C:33]([CH:38]=[CH:39][C:40]=1[Cl:41])[CH2:34][N:35]=[C:36]=[O:37].[Cl-].[NH4+]. Given the product [Cl:30][C:31]1[CH:32]=[C:33]([CH:38]=[CH:39][C:40]=1[Cl:41])[CH2:34][NH:35][C:36]([C:25]1[S:24][C:20]2[N:19]([C:18](=[O:27])[N:17]([CH2:16][C:15]3[CH:14]=[CH:13][C:12]([Cl:11])=[CH:29][CH:28]=3)[C:22](=[O:23])[CH:21]=2)[CH:26]=1)=[O:37], predict the reactants needed to synthesize it. (2) Given the product [CH3:1][O:2][C:3]1[C:11]([CH3:12])=[C:10]2[C:6]([C:7](=[O:13])[O:8][CH2:9]2)=[C:5]([O:14][CH2:15][CH2:16][Si:17]([CH3:18])([CH3:19])[CH3:20])[C:4]=1[CH2:21][CH:22]=[C:23]([CH3:29])[CH2:24][O:25][P:26](=[O:46])([OH:27])[OH:28], predict the reactants needed to synthesize it. The reactants are: [CH3:1][O:2][C:3]1[C:11]([CH3:12])=[C:10]2[C:6]([C:7](=[O:13])[O:8][CH2:9]2)=[C:5]([O:14][CH2:15][CH2:16][Si:17]([CH3:20])([CH3:19])[CH3:18])[C:4]=1[CH2:21][CH:22]=[C:23]([CH3:29])[CH2:24][O:25][P:26]([OH:28])[OH:27].CCN(C(C)C)C(C)C.C/C(/[O:46][Si](C)(C)C)=N\[Si](C)(C)C.C1C=C(SSC2N=CC=CC=2)N=CC=1. (3) Given the product [Cl:1][C:2]1[CH:3]=[N:4][N:5]([CH3:28])[C:6]=1[C:7]1[CH:8]=[C:9]2[C:13](=[CH:14][CH:15]=1)[C:12](=[O:16])[N:11]([C@@H:17]([CH2:20][C:21]1[CH:26]=[CH:25][CH:24]=[C:23]([F:27])[CH:22]=1)[CH2:18][NH:30][CH3:29])[CH2:10]2, predict the reactants needed to synthesize it. The reactants are: [Cl:1][C:2]1[CH:3]=[N:4][N:5]([CH3:28])[C:6]=1[C:7]1[CH:8]=[C:9]2[C:13](=[CH:14][CH:15]=1)[C:12](=[O:16])[N:11]([C@@H:17]([CH2:20][C:21]1[CH:26]=[CH:25][CH:24]=[C:23]([F:27])[CH:22]=1)[CH:18]=O)[CH2:10]2.[CH3:29][NH2:30].C(O[BH-](OC(=O)C)OC(=O)C)(=O)C.[Na+]. (4) Given the product [C:1]([O:5][C:6]([N:8]1[CH2:13][CH2:12][CH:11]([O:14][C:15]2[CH:24]=[C:23]([O:25][CH3:26])[CH:22]=[C:21]3[C:16]=2[C:17]([NH:32][C:31]2[CH:33]=[CH:34][C:35]([F:36])=[C:29]([Cl:28])[CH:30]=2)=[N:18][CH:19]=[N:20]3)[CH2:10][CH2:9]1)=[O:7])([CH3:2])([CH3:3])[CH3:4], predict the reactants needed to synthesize it. The reactants are: [C:1]([O:5][C:6]([N:8]1[CH2:13][CH2:12][CH:11]([O:14][C:15]2[CH:24]=[C:23]([O:25][CH3:26])[CH:22]=[C:21]3[C:16]=2[C:17](=O)[NH:18][CH:19]=[N:20]3)[CH2:10][CH2:9]1)=[O:7])([CH3:4])([CH3:3])[CH3:2].[Cl:28][C:29]1[CH:30]=[C:31]([CH:33]=[CH:34][C:35]=1[F:36])[NH2:32]. (5) Given the product [Br:12][C:13]1[N:18]=[C:17]([C:19]2[CH:20]=[CH:21][C:22](=[O:28])[N:23]([CH:25]([CH3:27])[CH3:26])[N:24]=2)[C:16]([C:29]2[CH:34]=[CH:33][CH:32]=[CH:31][CH:30]=2)=[N:15][C:14]=1[N:35]=[O:9], predict the reactants needed to synthesize it. The reactants are: ClC1C=CC=C(C(OO)=[O:9])C=1.[Br:12][C:13]1[N:18]=[C:17]([C:19]2[CH:20]=[CH:21][C:22](=[O:28])[N:23]([CH:25]([CH3:27])[CH3:26])[N:24]=2)[C:16]([C:29]2[CH:34]=[CH:33][CH:32]=[CH:31][CH:30]=2)=[N:15][C:14]=1[N:35]=S(C)C.CSC.C([O-])([O-])=O.[Na+].[Na+]. (6) Given the product [CH2:1]([O:3][C:4]([C:6]1[CH:11]=[C:10]([O:12][CH2:13][CH2:14][N:22]2[CH2:27][CH2:26][O:25][CH2:24][CH2:23]2)[CH:9]=[C:8]([C:16]2[CH:21]=[CH:20][CH:19]=[CH:18][CH:17]=2)[N:7]=1)=[O:5])[CH3:2], predict the reactants needed to synthesize it. The reactants are: [CH2:1]([O:3][C:4]([C:6]1[CH:11]=[C:10]([O:12][CH2:13][CH2:14]Br)[CH:9]=[C:8]([C:16]2[CH:21]=[CH:20][CH:19]=[CH:18][CH:17]=2)[N:7]=1)=[O:5])[CH3:2].[NH:22]1[CH2:27][CH2:26][O:25][CH2:24][CH2:23]1.